Dataset: Forward reaction prediction with 1.9M reactions from USPTO patents (1976-2016). Task: Predict the product of the given reaction. (1) Given the reactants C([O-])([O-])=O.[Na+].[Na+].Br[C:8]1[CH:9]=[C:10]([C:19]([O:21][CH2:22][CH3:23])=[O:20])[CH:11]=[C:12]([CH:18]=1)[C:13]([O:15][CH2:16][CH3:17])=[O:14].[C:24]1(B(O)O)[CH:29]=[CH:28][CH:27]=[CH:26][CH:25]=1, predict the reaction product. The product is: [C:8]1([C:24]2[CH:29]=[CH:28][CH:27]=[CH:26][CH:25]=2)[CH:9]=[C:10]([C:19]([O:21][CH2:22][CH3:23])=[O:20])[CH:11]=[C:12]([C:13]([O:15][CH2:16][CH3:17])=[O:14])[CH:18]=1. (2) Given the reactants [NH2:1][C:2]1[NH:6][N:5]=[C:4]([CH3:7])[C:3]=1[C:8]1[S:9][C:10]2[CH:16]=[C:15]([S:17](Cl)(=[O:19])=[O:18])[CH:14]=[CH:13][C:11]=2[N:12]=1.[CH3:21][O:22][CH2:23][CH2:24][NH2:25].CN1CCOCC1, predict the reaction product. The product is: [CH3:21][O:22][CH2:23][CH2:24][NH:25][S:17]([C:15]1[CH:14]=[CH:13][C:11]2[N:12]=[C:8]([C:3]3[C:4]([CH3:7])=[N:5][NH:6][C:2]=3[NH2:1])[S:9][C:10]=2[CH:16]=1)(=[O:19])=[O:18].